Task: Binary Classification. Given a miRNA mature sequence and a target amino acid sequence, predict their likelihood of interaction.. Dataset: Experimentally validated miRNA-target interactions with 360,000+ pairs, plus equal number of negative samples (1) The miRNA is cel-miR-355-5p with sequence UUUGUUUUAGCCUGAGCUAUG. The protein sequence of the target gene is MSGSFDRKLSSILTDISSSLSCHAGSKDSPTLPESTVTDLGYYSAPQHDYYSGQPYGQTVNPYTYHHQFNLNGLAGTGAYSPKSEYTYGGSYRQYGAYREQPLPAQDPVSVKEEPEAEVRMVNGKPKKVRKPRTIYSSYQLAALQRRFQKAQYLALPERAELAAQLGLTQTQVKIWFQNRRSKFKKLYKNGEVPLEHSPNNSDSMACNSPPSPALWDTSSHSTPAPARNPLPPPLPYSASPNYLDDPTNSWYHTQNLSGPHLQQQPPQPATLHHASPGPPPNPGAVY. Result: 0 (no interaction). (2) The miRNA is hsa-miR-6820-5p with sequence UGCGGCAGAGCUGGGGUCA. The protein sequence of the target gene is MRPMRIFVNDDRHVMAKHSSVYPTQEELEAVQNMVSHTERALKAVSDWIDEQEKGSSEQAESDNMDVPPEDDSKEGAGEQKTEHMTRTLRGVMRVGLVAKGLLLKGDLDLELVLLCKEKPTTALLDKVADNLAIQLAAVTEDKYEILQSVDDAAIVIKNTKEPPLSLTIHLTSPVVREEMEKVLAGETLSVNDPPDVLDRQKCLAALASLRHAKWFQARANGLKSCVIVIRVLRDLCTRVPTWGPLRGWPLELLCEKSIGTANRPMGAGEALRRVLECLASGIVMPDGSGIYDPCEKEAT.... Result: 0 (no interaction). (3) Result: 0 (no interaction). The miRNA is hsa-miR-4732-5p with sequence UGUAGAGCAGGGAGCAGGAAGCU. The protein sequence of the target gene is MSDNDDIEVESDEEQPRFQSAADKRAHHNALERKRRDHIKDSFHSLRDSVPSLQGEKASRAQILDKATEYIQYMRRKNHTHQQDIDDLKRQNALLEQQVRALEKARSSAQLQTNYPSSDNSLYTNAKGSTISAFDGGSDSSSESEPEEPQSRKKLRMEAS. (4) The miRNA is mmu-miR-3058-3p with sequence UUCCUGUCAGCCGUGGGUGCC. The protein sequence of the target gene is MSRRKQAKPRSLKDPNCKLEDKTEDGEALDCKKRPEDGEELEDEAVHSCDSCLQVFESLSDITEHKINQCQLTDGVDVEDDPTCSWPASSPSSKDQTSPSHGEGCDFGEEEGGPGLPYPCQFCDKSFSRLSYLKHHEQSHSDKLPFKCTYCSRLFKHKRSRDRHIKLHTGDKKYHCSECDAAFSRSDHLKIHLKTHTSNKPYKCAICRRGFLSSSSLHGHMQVHERNKDGSQSGSRMEDWKMKDTQKCSQCEEGFDFPEDLQKHIAECHPECSPNEDRAALQCVYCHELFVEETSLMNHM.... Result: 0 (no interaction).